This data is from Peptide-MHC class I binding affinity with 185,985 pairs from IEDB/IMGT. The task is: Regression. Given a peptide amino acid sequence and an MHC pseudo amino acid sequence, predict their binding affinity value. This is MHC class I binding data. (1) The peptide sequence is AMQWNSTTF. The MHC is Patr-A0701 with pseudo-sequence Patr-A0701. The binding affinity (normalized) is 0. (2) The peptide sequence is GPKVKQWPL. The MHC is HLA-B57:01 with pseudo-sequence HLA-B57:01. The binding affinity (normalized) is 0. (3) The peptide sequence is LIISTDQDTM. The MHC is HLA-A02:03 with pseudo-sequence HLA-A02:03. The binding affinity (normalized) is 0.111. (4) The peptide sequence is ILEYLYIMRV. The MHC is HLA-A02:02 with pseudo-sequence HLA-A02:02. The binding affinity (normalized) is 0.603. (5) The peptide sequence is DRYRARHSL. The MHC is HLA-B40:01 with pseudo-sequence HLA-B40:01. The binding affinity (normalized) is 0. (6) The peptide sequence is MSMGDIITY. The MHC is HLA-A68:01 with pseudo-sequence HLA-A68:01. The binding affinity (normalized) is 0.943.